From a dataset of Reaction yield outcomes from USPTO patents with 853,638 reactions. Predict the reaction yield, written as a fraction of the theoretical maximum amount of product (1.0 means a 100% yield; for example, 0.34 means a 34% yield). The reactants are C[N:2](C)[CH:3]=[CH:4][C:5]([C:7]1[C:12](=[O:13])[CH:11]=[CH:10][N:9]([C:14]2[CH:19]=[CH:18][CH:17]=[C:16]([C:20]([F:23])([F:22])[F:21])[CH:15]=2)[N:8]=1)=O.Cl.[CH:26]([NH:29]N)([CH3:28])[CH3:27].CCN(CC)CC. The catalyst is C(O)C.Cl. The product is [CH3:27][CH:26]([N:29]1[C:5]([C:7]2[C:12](=[O:13])[CH:11]=[CH:10][N:9]([C:14]3[CH:19]=[CH:18][CH:17]=[C:16]([C:20]([F:23])([F:22])[F:21])[CH:15]=3)[N:8]=2)=[CH:4][CH:3]=[N:2]1)[CH3:28]. The yield is 0.630.